Task: Predict which catalyst facilitates the given reaction.. Dataset: Catalyst prediction with 721,799 reactions and 888 catalyst types from USPTO (1) Reactant: [BH4-].[Li+].[CH2:3]([O:7][C:8]1[CH:9]=[C:10]([CH:15]=[CH:16][C:17]=1[I:18])[C:11](OC)=[O:12])[CH2:4][CH2:5][CH3:6].[Cl-].[NH4+].Cl. Product: [CH2:3]([O:7][C:8]1[CH:9]=[C:10]([CH2:11][OH:12])[CH:15]=[CH:16][C:17]=1[I:18])[CH2:4][CH2:5][CH3:6]. The catalyst class is: 7. (2) Reactant: [C:1]([CH2:3][C:4]([O:6]C)=O)#[N:2].[CH3:8][NH:9][CH2:10][CH2:11][OH:12]. Product: [C:1]([CH2:3][C:4]([N:9]([CH2:10][CH2:11][OH:12])[CH3:8])=[O:6])#[N:2]. The catalyst class is: 8. (3) Product: [CH2:32]([NH:39][CH2:3][C@@:2]([CH3:31])([OH:1])[CH2:15][O:16][C:17]1[CH:22]=[CH:21][CH:20]=[C:19]([C:23]2[C:27]3[S:28][CH:29]=[CH:30][C:26]=3[O:25][N:24]=2)[CH:18]=1)[C:33]1[CH:38]=[CH:37][CH:36]=[CH:35][CH:34]=1. The catalyst class is: 7. Reactant: [OH:1][C@@:2]([CH3:31])([CH2:15][O:16][C:17]1[CH:22]=[CH:21][CH:20]=[C:19]([C:23]2[C:27]3[S:28][CH:29]=[CH:30][C:26]=3[O:25][N:24]=2)[CH:18]=1)[CH2:3]OS(C1C=CC(C)=CC=1)(=O)=O.[CH2:32]([NH2:39])[C:33]1[CH:38]=[CH:37][CH:36]=[CH:35][CH:34]=1. (4) Reactant: Br[C:2]1[CH:7]=[CH:6][CH:5]=[CH:4][N:3]=1.[Br:8][C:9]1[CH:10]=[C:11](OB(O)O)[CH:12]=[CH:13][CH:14]=1.C(=O)([O-])[O-].[Na+].[Na+].C(O)C. Product: [Br:8][C:9]1[CH:14]=[C:13]([C:2]2[CH:7]=[CH:6][CH:5]=[CH:4][N:3]=2)[CH:12]=[CH:11][CH:10]=1. The catalyst class is: 206. (5) Reactant: Cl[CH2:2][CH2:3][CH2:4][N:5]1[C:14]2[C:9](=[CH:10][C:11]([N+:15]([O-])=O)=[CH:12][CH:13]=2)[CH2:8][CH2:7][C:6]1=[O:18].O.NN. Product: [NH2:15][C:11]1[CH:10]=[C:9]2[C:14](=[CH:13][CH:12]=1)[N:5]([CH2:4][CH2:3][CH2:2][N:5]([CH2:6][CH3:7])[CH2:4][CH3:3])[C:6](=[O:18])[CH2:7][CH2:8]2. The catalyst class is: 94.